Dataset: Full USPTO retrosynthesis dataset with 1.9M reactions from patents (1976-2016). Task: Predict the reactants needed to synthesize the given product. (1) The reactants are: [Cl:1][C:2]1[CH:7]=[CH:6][C:5]([C:8]2[N:9]([C:27]3[CH:32]=[CH:31][C:30]([S:33]([CH3:36])(=[O:35])=[O:34])=[CH:29][CH:28]=3)[CH2:10][C:11](O)([CH2:13][O:14][CH2:15][C:16]3[CH:25]=[CH:24][C:23]4[C:18](=[CH:19][CH:20]=[CH:21][CH:22]=4)[N:17]=3)[N:12]=2)=[CH:4][CH:3]=1.O.C1(C)C=CC(S(O)(=O)=O)=CC=1. Given the product [Cl:1][C:2]1[CH:3]=[CH:4][C:5]([C:8]2[N:9]([C:27]3[CH:28]=[CH:29][C:30]([S:33]([CH3:36])(=[O:35])=[O:34])=[CH:31][CH:32]=3)[CH:10]=[C:11]([CH2:13][O:14][CH2:15][C:16]3[CH:25]=[CH:24][C:23]4[C:18](=[CH:19][CH:20]=[CH:21][CH:22]=4)[N:17]=3)[N:12]=2)=[CH:6][CH:7]=1, predict the reactants needed to synthesize it. (2) Given the product [NH2:2][C:67](=[O:68])[CH2:66][C:65]1[C:60]([CH2:59][CH2:58][C:56]2[C:55]([C:70]([F:72])([F:73])[F:71])=[CH:54][N:53]=[C:52]([NH:51][C:48]3[CH:47]=[CH:46][C:45]([CH:42]4[CH2:41][CH2:40][N:39]([C:37]([O:36][C:32]([CH3:34])([CH3:33])[CH3:35])=[O:38])[CH2:44][CH2:43]4)=[CH:50][CH:49]=3)[N:57]=2)=[N:61][CH:62]=[CH:63][CH:64]=1, predict the reactants needed to synthesize it. The reactants are: O[N:2]1C2C=CC=CC=2N=N1.CCN=C=NCCCN(C)C.Cl.C(N(CC)C(C)C)(C)C.[C:32]([O:36][C:37]([N:39]1[CH2:44][CH2:43][CH:42]([C:45]2[CH:50]=[CH:49][C:48]([NH:51][C:52]3[N:57]=[C:56]([CH2:58][CH2:59][C:60]4[C:65]([CH2:66][C:67]([O-])=[O:68])=[CH:64][CH:63]=[CH:62][N:61]=4)[C:55]([C:70]([F:73])([F:72])[F:71])=[CH:54][N:53]=3)=[CH:47][CH:46]=2)[CH2:41][CH2:40]1)=[O:38])([CH3:35])([CH3:34])[CH3:33].[Li+].C(=O)([O-])[O-].[NH4+].[NH4+]. (3) The reactants are: C[Si]([N-][Si](C)(C)C)(C)C.[Na+].[CH2:11]([N:13]1[CH2:18][CH2:17][C:16]2[S:19][C:20]([C:22]3[CH:23]=[C:24]([C:29]4[CH:34]=[C:33]([C:35]5[CH:36]=[N:37][N:38]([CH3:40])[CH:39]=5)[N:32]=[CH:31][C:30]=4[NH2:41])[C:25](F)=[N:26][CH:27]=3)=[CH:21][C:15]=2[CH2:14]1)[CH3:12]. Given the product [CH2:11]([N:13]1[CH2:18][CH2:17][C:16]2[S:19][C:20]([C:22]3[CH:27]=[N:26][C:25]4[NH:41][C:30]5[CH:31]=[N:32][C:33]([C:35]6[CH:36]=[N:37][N:38]([CH3:40])[CH:39]=6)=[CH:34][C:29]=5[C:24]=4[CH:23]=3)=[CH:21][C:15]=2[CH2:14]1)[CH3:12], predict the reactants needed to synthesize it.